This data is from Full USPTO retrosynthesis dataset with 1.9M reactions from patents (1976-2016). The task is: Predict the reactants needed to synthesize the given product. (1) Given the product [CH:2]([C:3]1[O:4][C:5]2[CH:11]=[C:10]([C:12]([O:14][CH2:15][CH3:16])=[O:13])[CH:9]=[C:8]([O:17][C:18]3[CH:23]=[CH:22][C:21]([S:24]([CH3:27])(=[O:26])=[O:25])=[CH:20][CH:19]=3)[C:6]=2[CH:7]=1)=[O:30], predict the reactants needed to synthesize it. The reactants are: Br[CH2:2][C:3]1[O:4][C:5]2[CH:11]=[C:10]([C:12]([O:14][CH2:15][CH3:16])=[O:13])[CH:9]=[C:8]([O:17][C:18]3[CH:23]=[CH:22][C:21]([S:24]([CH3:27])(=[O:26])=[O:25])=[CH:20][CH:19]=3)[C:6]=2[CH:7]=1.CS(C)=[O:30]. (2) Given the product [CH2:21]([N:2]([CH3:1])[CH2:3][CH2:4][C:5]1[CH:6]=[CH:7][C:8]([O:9][C:10]2[CH:18]=[CH:17][C:13]([C:14]([NH2:16])=[O:15])=[CH:12][N:11]=2)=[CH:19][CH:20]=1)[C:22]1[CH:27]=[CH:26][CH:25]=[CH:24][CH:23]=1, predict the reactants needed to synthesize it. The reactants are: [CH3:1][NH:2][CH2:3][CH2:4][C:5]1[CH:20]=[CH:19][C:8]([O:9][C:10]2[CH:18]=[CH:17][C:13]([C:14]([NH2:16])=[O:15])=[CH:12][N:11]=2)=[CH:7][CH:6]=1.[CH:21](=O)[C:22]1[CH:27]=[CH:26][CH:25]=[CH:24][CH:23]=1.C(O[BH-](OC(=O)C)OC(=O)C)(=O)C.[Na+].C(O)(=O)C.C(=O)(O)[O-].[Na+].